From a dataset of Catalyst prediction with 721,799 reactions and 888 catalyst types from USPTO. Predict which catalyst facilitates the given reaction. (1) Reactant: [CH3:1][O:2][C:3]1[CH:8]=[CH:7][CH:6]=[CH:5][C:4]=1[C:9]1[CH:14]=[CH:13][C:12]([C:15]([N:17]2[C:23]3[CH:24]=[CH:25][CH:26]=[CH:27][C:22]=3[CH2:21][N:20]3[C:28]([C:31](O)=[O:32])=[CH:29][CH:30]=[C:19]3[CH2:18]2)=[O:16])=[CH:11][C:10]=1[CH3:34].[CH3:35][NH:36][CH2:37][CH:38](O)[CH2:39][OH:40].[OH2:42].ON1C2C=CC=CC=2N=N1.Cl.CN(C)CCCN=C=NCC.C(N(CC)C(C)C)(C)C. Product: [OH:42][CH:38]([CH2:39][OH:40])[CH2:37][N:36]([CH3:35])[C:31]([C:28]1[N:20]2[C:19]([CH2:18][N:17]([C:15]([C:12]3[CH:13]=[CH:14][C:9]([C:4]4[CH:5]=[CH:6][CH:7]=[CH:8][C:3]=4[O:2][CH3:1])=[C:10]([CH3:34])[CH:11]=3)=[O:16])[C:23]3[CH:24]=[CH:25][CH:26]=[CH:27][C:22]=3[CH2:21]2)=[CH:30][CH:29]=1)=[O:32]. The catalyst class is: 42. (2) Reactant: [CH3:1][O:2][C:3]1[CH:16]=[CH:15][C:6]([CH2:7][N:8]2[C:12]([OH:13])=[CH:11][C:10]([CH3:14])=[N:9]2)=[CH:5][CH:4]=1.[OH-].[Ca+2].[OH-].[C:20](Cl)(=[O:27])[C:21]1[CH:26]=[CH:25][CH:24]=[CH:23][CH:22]=1.C(OCC)(=O)C.CCCCCC. Product: [OH:13][C:12]1[N:8]([CH2:7][C:6]2[CH:5]=[CH:4][C:3]([O:2][CH3:1])=[CH:16][CH:15]=2)[N:9]=[C:10]([CH3:14])[C:11]=1[C:20]([C:21]1[CH:26]=[CH:25][CH:24]=[CH:23][CH:22]=1)=[O:27]. The catalyst class is: 38. (3) Reactant: [NH2:1][C:2]1[C:3]([O:54][CH3:55])=[CH:4][C:5]([N:29]2[C:37]3[C:32](=[CH:33][CH:34]=[CH:35][CH:36]=3)[C:31]([C:38](=[O:53])[N:39]([C:46]3[CH:51]=[CH:50][C:49]([OH:52])=[CH:48][CH:47]=3)[C:40]3[CH:45]=[CH:44][CH:43]=[CH:42][CH:41]=3)=[CH:30]2)=[C:6]([CH:28]=1)[C:7]([N:9]1[C@H:18]([CH2:19][NH:20][C:21](=[O:27])[O:22][C:23]([CH3:26])([CH3:25])[CH3:24])[CH2:17][C:16]2[C:11](=[CH:12][CH:13]=[CH:14][CH:15]=2)[CH2:10]1)=[O:8].CCN([CH:62]([CH3:64])[CH3:63])C(C)C.[C:65]1([S:71][CH2:72][C:73](Cl)=[O:74])[CH:70]=[CH:69][CH:68]=[CH:67][CH:66]=1. Product: [C:65]1([S:71][CH2:72][C:73]([O:52][C:49]2[CH:48]=[CH:47][C:46]([N:39]([C:40]3[CH:41]=[CH:42][CH:43]=[CH:44][CH:45]=3)[C:38]([C:31]3[C:32]4[C:37](=[CH:36][CH:35]=[CH:34][CH:33]=4)[N:29]([C:5]4[CH:4]=[C:3]([O:54][CH3:55])[C:2]([NH:1][C:73](=[O:74])[CH2:72][S:71][C:63]5[CH:62]=[CH:64][CH:70]=[CH:65][CH:66]=5)=[CH:28][C:6]=4[C:7]([N:9]4[C@H:18]([CH2:19][NH:20][C:21]([O:22][C:23]([CH3:26])([CH3:25])[CH3:24])=[O:27])[CH2:17][C:16]5[C:11](=[CH:12][CH:13]=[CH:14][CH:15]=5)[CH2:10]4)=[O:8])[CH:30]=3)=[O:53])=[CH:51][CH:50]=2)=[O:74])[CH:70]=[CH:69][CH:68]=[CH:67][CH:66]=1. The catalyst class is: 4. (4) Reactant: [CH3:1][C:2]1[S:6][C:5]2[NH:7][C:8]3[CH:9]=[CH:10][CH:11]=[CH:12][C:13]=3[N:14]=[C:15]([N:16]3[CH2:21][CH2:20][N:19]([CH3:22])[CH2:18][CH2:17]3)[C:4]=2[CH:3]=1.[CH2:23]([CH:31]([CH2:37][CH2:38][CH2:39][CH2:40][CH2:41][CH2:42][CH2:43][CH3:44])[C:32]([O:34][CH2:35][I:36])=[O:33])[CH2:24][CH2:25][CH2:26][CH2:27][CH2:28][CH2:29][CH3:30]. Product: [I-:36].[CH3:22][N+:19]1([CH2:35][O:34][C:32](=[O:33])[CH:31]([CH2:37][CH2:38][CH2:39][CH2:40][CH2:41][CH2:42][CH2:43][CH3:44])[CH2:23][CH2:24][CH2:25][CH2:26][CH2:27][CH2:28][CH2:29][CH3:30])[CH2:18][CH2:17][N:16]([C:15]2[C:4]3[CH:3]=[C:2]([CH3:1])[S:6][C:5]=3[NH:7][C:8]3[CH:9]=[CH:10][CH:11]=[CH:12][C:13]=3[N:14]=2)[CH2:21][CH2:20]1. The catalyst class is: 13. (5) Reactant: C(O[AlH-](OC(C)(C)C)OC(C)(C)C)(C)(C)C.[Li+].O1CCCC1.[CH3:23][C:24]([CH3:36])([C:32](OC)=[O:33])[C:25]([O:27][C:28]([CH3:31])([CH3:30])[CH3:29])=[O:26].[Cl-].[NH4+].C(OCC)(=O)C. Product: [C:28]([O:27][C:25](=[O:26])[C:24]([CH3:36])([CH3:23])[CH2:32][OH:33])([CH3:31])([CH3:29])[CH3:30]. The catalyst class is: 7. (6) Reactant: [Br:1][C:2]1[C:3](Cl)=[N:4][C:5]([Cl:8])=[N:6][CH:7]=1.[F:10][C:11]([F:20])([F:19])[C:12]1[CH:13]=[C:14]([CH:16]=[CH:17][CH:18]=1)[NH2:15].C(=O)(O)[O-].[Na+]. Product: [Br:1][C:2]1[C:3]([NH:15][C:14]2[CH:16]=[CH:17][CH:18]=[C:12]([C:11]([F:10])([F:19])[F:20])[CH:13]=2)=[N:4][C:5]([Cl:8])=[N:6][CH:7]=1. The catalyst class is: 14.